From a dataset of Catalyst prediction with 721,799 reactions and 888 catalyst types from USPTO. Predict which catalyst facilitates the given reaction. (1) Product: [Cl:12][C:13]1[CH:14]=[C:15]2[N:21]([CH2:22][CH3:23])[C:20](=[O:24])[N:19]([C:25]3[CH:30]=[CH:29][C:28]([O:31][C:2]4[N:6]([CH3:7])[C:5]5[CH:8]=[CH:9][CH:10]=[CH:11][C:4]=5[N:3]=4)=[CH:27][CH:26]=3)[C:16]2=[N:17][CH:18]=1. Reactant: Cl[C:2]1[N:6]([CH3:7])[C:5]2[CH:8]=[CH:9][CH:10]=[CH:11][C:4]=2[N:3]=1.[Cl:12][C:13]1[CH:14]=[C:15]2[N:21]([CH2:22][CH3:23])[C:20](=[O:24])[N:19]([C:25]3[CH:30]=[CH:29][C:28]([OH:31])=[CH:27][CH:26]=3)[C:16]2=[N:17][CH:18]=1.[H-].[Na+]. The catalyst class is: 121. (2) Reactant: ClC1C=C([C:9]2[N:13]3[C:14]4[N:22]=[C:21]([O:23][CH3:24])[CH:20]=[CH:19][C:15]=4[N:16]=[C:17]([CH3:18])[C:12]3=[C:11]([CH3:25])[N:10]=2)C=C(Cl)C=1.[CH3:26][C:27]1[CH:32]=[CH:31][N:30]=[CH:29][C:28]=1B(O)O.C([O-])([O-])=O.[K+].[K+]. Product: [CH3:24][O:23][C:21]1[CH:20]=[CH:19][C:15]2[N:16]=[C:17]([CH3:18])[C:12]3[N:13]([C:9]([C:28]4[CH:29]=[N:30][CH:31]=[CH:32][C:27]=4[CH3:26])=[N:10][C:11]=3[CH3:25])[C:14]=2[N:22]=1. The catalyst class is: 73. (3) Reactant: [CH2:1]([N:4]1[CH2:9][CH2:8][N:7](C(OC(C)(C)C)=O)[CH2:6][CH2:5]1)[C:2]#[CH:3]. Product: [CH2:1]([N:4]1[CH2:9][CH2:8][NH:7][CH2:6][CH2:5]1)[C:2]#[CH:3]. The catalyst class is: 574. (4) Reactant: [Br:1][C:2]1[CH:3]=[C:4]([C:8](O)=[O:9])[O:5][C:6]=1[Br:7].C1COCC1.B. Product: [Br:1][C:2]1[CH:3]=[C:4]([CH2:8][OH:9])[O:5][C:6]=1[Br:7]. The catalyst class is: 28. (5) Reactant: [CH3:1][O:2][C:3]1[C:12]([NH:13][C:14](=[O:18])OCC)=[N:11][C:10]2[C:5](=[CH:6][CH:7]=[C:8]([CH3:19])[CH:9]=2)[N:4]=1.[C:20]1([N:26]2[CH2:31][CH2:30][NH:29][CH2:28][CH2:27]2)[CH:25]=[CH:24][CH:23]=[CH:22][CH:21]=1.C1CCN2C(=NCCC2)CC1. Product: [CH3:1][O:2][C:3]1[C:12]([NH:13][C:14]([N:29]2[CH2:30][CH2:31][N:26]([C:20]3[CH:25]=[CH:24][CH:23]=[CH:22][CH:21]=3)[CH2:27][CH2:28]2)=[O:18])=[N:11][C:10]2[C:5](=[CH:6][CH:7]=[C:8]([CH3:19])[CH:9]=2)[N:4]=1. The catalyst class is: 7. (6) Reactant: [CH2:1]([N:8]([CH2:16][C:17]1[CH:22]=[CH:21][CH:20]=[CH:19][CH:18]=1)[C:9]1([C:14]#[N:15])[CH2:13][CH2:12][O:11][CH2:10]1)[C:2]1[CH:7]=[CH:6][CH:5]=[CH:4][CH:3]=1.[H-].[Al+3].[Li+].[H-].[H-].[H-]. Product: [NH2:15][CH2:14][C:9]1([N:8]([CH2:1][C:2]2[CH:7]=[CH:6][CH:5]=[CH:4][CH:3]=2)[CH2:16][C:17]2[CH:22]=[CH:21][CH:20]=[CH:19][CH:18]=2)[CH2:13][CH2:12][O:11][CH2:10]1. The catalyst class is: 7.